From a dataset of Reaction yield outcomes from USPTO patents with 853,638 reactions. Predict the reaction yield, written as a fraction of the theoretical maximum amount of product (1.0 means a 100% yield; for example, 0.34 means a 34% yield). (1) The reactants are [O:1]=[C:2]1[CH2:7][O:6][C:5]2[CH:8]=[CH:9][C:10]([S:12](Cl)(=O)=O)=[CH:11][C:4]=2[NH:3]1.Cl.[Sn].C(OCC)(=O)C. The catalyst is O1CCOCC1. The product is [SH:12][C:10]1[CH:9]=[CH:8][C:5]2[O:6][CH2:7][C:2](=[O:1])[NH:3][C:4]=2[CH:11]=1. The yield is 0.160. (2) The reactants are [CH2:1](I)[CH3:2].[Br:4][C:5]1[CH:10]=[CH:9][C:8]([CH2:11][C@H:12]([OH:17])[C:13]([O:15][CH3:16])=[O:14])=[CH:7][CH:6]=1. The catalyst is C(OC(C)C)(C)C.[Ag-]=O.[Ag]=O. The product is [Br:4][C:5]1[CH:6]=[CH:7][C:8]([CH2:11][C@H:12]([O:17][CH2:1][CH3:2])[C:13]([O:15][CH3:16])=[O:14])=[CH:9][CH:10]=1. The yield is 0.790. (3) The reactants are C1(S([N:10]2[CH:21]=[CH:20][C:19]3[C:11]2=[N:12][CH:13]=[C:14]2[C:18]=3[N:17]([C:22]3([CH3:37])[CH2:27][CH2:26][N:25]([S:28]([C:31]4[CH:32]=[N:33][CH:34]=[CH:35][CH:36]=4)(=[O:30])=[O:29])[CH2:24][CH2:23]3)[N:16]=[N:15]2)(=O)=O)C=CC=CC=1.C1COCC1.CO. No catalyst specified. The product is [CH3:37][C:22]1([N:17]2[C:18]3[C:14](=[CH:13][N:12]=[C:11]4[C:19]=3[CH:20]=[CH:21][NH:10]4)[N:15]=[N:16]2)[CH2:27][CH2:26][N:25]([S:28]([C:31]2[CH:32]=[N:33][CH:34]=[CH:35][CH:36]=2)(=[O:30])=[O:29])[CH2:24][CH2:23]1. The yield is 0.270. (4) The reactants are [NH2:1][CH2:2][CH:3]1[CH2:8][CH2:7][N:6]([C:9]([O:11][C:12]([CH3:15])([CH3:14])[CH3:13])=[O:10])[CH2:5][CH2:4]1.[C:16]([N:20]=[C:21]=[O:22])([CH3:19])([CH3:18])[CH3:17]. The catalyst is CN(C=O)C. The product is [C:16]([NH:20][C:21]([NH:1][CH2:2][CH:3]1[CH2:8][CH2:7][N:6]([C:9]([O:11][C:12]([CH3:15])([CH3:14])[CH3:13])=[O:10])[CH2:5][CH2:4]1)=[O:22])([CH3:19])([CH3:18])[CH3:17]. The yield is 1.00. (5) The reactants are Cl[CH2:2][CH2:3][CH2:4][O:5][C:6]1[CH:15]=[C:14]2[C:9]([C:10](=[O:16])[CH:11]=[CH:12][NH:13]2)=[CH:8][C:7]=1[O:17][CH3:18].[NH:19]1[CH2:23][CH2:22][CH2:21][CH2:20]1. The catalyst is C(#N)C. The product is [CH3:18][O:17][C:7]1[CH:8]=[C:9]2[C:14](=[CH:15][C:6]=1[O:5][CH2:4][CH2:3][CH2:2][N:19]1[CH2:23][CH2:22][CH2:21][CH2:20]1)[NH:13][CH:12]=[CH:11][C:10]2=[O:16]. The yield is 0.953. (6) No catalyst specified. The yield is 0.850. The product is [OH:4][C:5]1[CH:6]=[C:7]([CH:14]=[CH:15][C:16]=1[OH:17])[CH:8]=[C:9]([C:10]#[N:11])[C:12]#[N:13]. The reactants are COC[O:4][C:5]1[CH:6]=[C:7]([CH:14]=[CH:15][C:16]=1[O:17]COC)[CH:8]=[C:9]([C:12]#[N:13])[C:10]#[N:11].Cl. (7) The reactants are [Cl:1][C:2]1[N:9]=[C:8](Cl)[C:7]([F:11])=[CH:6][C:3]=1[C:4]#[N:5].C(O)(=O)C. The catalyst is O. The product is [Cl:1][C:2]1[N:9]=[CH:8][C:7]([F:11])=[CH:6][C:3]=1[C:4]#[N:5]. The yield is 0.520.